Dataset: Full USPTO retrosynthesis dataset with 1.9M reactions from patents (1976-2016). Task: Predict the reactants needed to synthesize the given product. (1) Given the product [F:1][C:2]1[CH:3]=[CH:4][C:5]([CH2:8][CH:9]([CH:15]([OH:26])[C:16]2[CH:21]=[CH:20][C:19]([C:22]([F:24])([F:25])[F:23])=[CH:18][CH:17]=2)[C:10]([OH:12])=[O:11])=[CH:6][CH:7]=1, predict the reactants needed to synthesize it. The reactants are: [F:1][C:2]1[CH:7]=[CH:6][C:5]([CH2:8][CH:9]([CH:15]([OH:26])[C:16]2[CH:21]=[CH:20][C:19]([C:22]([F:25])([F:24])[F:23])=[CH:18][CH:17]=2)[C:10]([O:12]CC)=[O:11])=[CH:4][CH:3]=1.[OH-].[Na+].Cl. (2) Given the product [N:1]1([C:7]2[N:15]=[C:14]([C:16]3[CH:17]=[C:18]([CH2:22][OH:23])[CH:19]=[CH:20][CH:21]=3)[N:13]=[C:12]3[C:8]=2[N:9]=[CH:10][N:11]3[CH:24]2[CH2:29][CH2:28][N:27]([CH2:44][C:43]3[CH:42]=[CH:41][C:40]([C:37]4[CH:38]=[CH:39][N:34]=[CH:35][CH:36]=4)=[CH:47][CH:46]=3)[CH2:26][CH2:25]2)[CH2:6][CH2:5][O:4][CH2:3][CH2:2]1, predict the reactants needed to synthesize it. The reactants are: [N:1]1([C:7]2[N:15]=[C:14]([C:16]3[CH:17]=[C:18]([CH2:22][OH:23])[CH:19]=[CH:20][CH:21]=3)[N:13]=[C:12]3[C:8]=2[N:9]=[CH:10][N:11]3[CH:24]2[CH2:29][CH2:28][NH:27][CH2:26][CH2:25]2)[CH2:6][CH2:5][O:4][CH2:3][CH2:2]1.[BH3-]C#N.[Na+].[N:34]1[CH:39]=[CH:38][C:37]([C:40]2[CH:47]=[CH:46][C:43]([CH:44]=O)=[CH:42][CH:41]=2)=[CH:36][CH:35]=1.